Dataset: Forward reaction prediction with 1.9M reactions from USPTO patents (1976-2016). Task: Predict the product of the given reaction. (1) Given the reactants P(Cl)(Cl)([Cl:3])=O.CN(C)[CH:8]=[O:9].[C:11]1([N:17]2[C:21](O)=[CH:20][C:19]([C:23]([F:26])([F:25])[F:24])=[N:18]2)[CH:16]=[CH:15][CH:14]=[CH:13][CH:12]=1, predict the reaction product. The product is: [Cl:3][C:21]1[N:17]([C:11]2[CH:16]=[CH:15][CH:14]=[CH:13][CH:12]=2)[N:18]=[C:19]([C:23]([F:26])([F:25])[F:24])[C:20]=1[CH:8]=[O:9]. (2) Given the reactants [H-].[Na+].[CH2:3]([O:10][CH2:11][C:12]([CH3:15])([OH:14])[CH3:13])[C:4]1[CH:9]=[CH:8][CH:7]=[CH:6][CH:5]=1.Br[CH2:17][C:18]#[CH:19], predict the reaction product. The product is: [CH3:13][C:12]([O:14][CH2:19][C:18]#[CH:17])([CH3:15])[CH2:11][O:10][CH2:3][C:4]1[CH:9]=[CH:8][CH:7]=[CH:6][CH:5]=1. (3) Given the reactants [N+:1]([C:4]1[CH:5]=[C:6]([CH:15]=[CH:16][CH:17]=1)[CH2:7][NH:8][S:9]([NH:12][CH2:13][CH3:14])(=[O:11])=[O:10])([O-])=O, predict the reaction product. The product is: [NH2:1][C:4]1[CH:5]=[C:6]([CH:15]=[CH:16][CH:17]=1)[CH2:7][NH:8][S:9]([NH:12][CH2:13][CH3:14])(=[O:11])=[O:10]. (4) Given the reactants [C:1]([OH:9])(=[O:8])[C:2]([CH2:4][C:5]([OH:7])=[O:6])=[CH2:3].S(OOS([O-])(=O)=O)([O-])(=O)=O.[Na+].[Na+].[C:22]([OH:26])(=[O:25])[CH:23]=[CH2:24].[OH-].[Na+], predict the reaction product. The product is: [C:1]([OH:9])(=[O:8])[C:2]([CH2:4][C:5]([OH:7])=[O:6])=[CH2:3].[C:22]([OH:26])(=[O:25])[CH:23]=[CH2:24]. (5) Given the reactants [NH2:1][C:2]1[CH:10]=[N:9][CH:8]=[C:7]([O:11][CH3:12])[C:3]=1[C:4]([NH2:6])=[O:5].[C:13](=S)=[S:14].C1CCN2C(=NCCC2)CC1, predict the reaction product. The product is: [SH:14][C:13]1[NH:6][C:4](=[O:5])[C:3]2[C:7]([O:11][CH3:12])=[CH:8][N:9]=[CH:10][C:2]=2[N:1]=1. (6) Given the reactants CC1(C)C(C)(C)OB([C:9]2[CH:14]=[CH:13][N:12]=[C:11]3[NH:15][C:16]([C:18]([O:20][CH2:21][CH3:22])=[O:19])=[CH:17][C:10]=23)O1.[CH2:24]([N:26]1[CH:30]=[C:29](B2OC(C)(C)C(C)(C)O2)[C:28]([C:40]2[CH:45]=[CH:44][CH:43]=[C:42]([N+:46]([O-:48])=[O:47])[CH:41]=2)=[N:27]1)[CH3:25].C([O-])([O-])=O.[Na+].[Na+], predict the reaction product. The product is: [CH2:24]([N:26]1[CH:30]=[C:29]([C:9]2[CH:14]=[CH:13][N:12]=[C:11]3[NH:15][C:16]([C:18]([O:20][CH2:21][CH3:22])=[O:19])=[CH:17][C:10]=23)[C:28]([C:40]2[CH:45]=[CH:44][CH:43]=[C:42]([N+:46]([O-:48])=[O:47])[CH:41]=2)=[N:27]1)[CH3:25]. (7) Given the reactants [NH2:1][C:2]1[N:3]([C:14]([O:16][C:17]([CH3:20])([CH3:19])[CH3:18])=[O:15])[CH:4]=[C:5]([CH2:7][CH2:8][CH2:9][CH2:10][CH2:11][C:12]#[CH:13])[N:6]=1.[N:21]([CH2:24][CH2:25][NH:26][C:27](=[O:40])[C:28]1[CH:33]=[CH:32][C:31]([CH2:34][CH2:35][CH2:36][CH2:37][CH2:38][CH3:39])=[CH:30][CH:29]=1)=[N+:22]=[N-:23], predict the reaction product. The product is: [NH2:1][C:2]1[N:3]([C:14]([O:16][C:17]([CH3:20])([CH3:19])[CH3:18])=[O:15])[CH:4]=[C:5]([CH2:7][CH2:8][CH2:9][CH2:10][CH2:11][C:12]2[N:23]=[N:22][N:21]([CH2:24][CH2:25][NH:26][C:27](=[O:40])[C:28]3[CH:33]=[CH:32][C:31]([CH2:34][CH2:35][CH2:36][CH2:37][CH2:38][CH3:39])=[CH:30][CH:29]=3)[CH:13]=2)[N:6]=1.